The task is: Predict the reaction yield, written as a fraction of the theoretical maximum amount of product (1.0 means a 100% yield; for example, 0.34 means a 34% yield).. This data is from Reaction yield outcomes from USPTO patents with 853,638 reactions. (1) The reactants are [Na+].[C:2]1([CH3:11])[CH:7]=[CH:6][C:5]([S:8]([O-:10])=[O:9])=[CH:4][CH:3]=1.[CH2:12]([C:16](=[CH2:19])[CH:17]=[O:18])[CH2:13][CH2:14][CH3:15]. The catalyst is C(O)(=O)C.O. The product is [CH3:11][C:2]1[CH:7]=[CH:6][C:5]([S:8]([CH2:19][CH:16]([CH2:12][CH2:13][CH2:14][CH3:15])[CH:17]=[O:18])(=[O:10])=[O:9])=[CH:4][CH:3]=1. The yield is 0.750. (2) The reactants are I[C:2]1[CH:7]=[CH:6][C:5]([N+:8]([O-:10])=[O:9])=[CH:4][CH:3]=1.C([O-])([O-])=O.[K+].[K+].[C:17]([O:21][C:22]1[CH:27]=[C:26]([CH3:28])[C:25]([Br:29])=[C:24]([CH3:30])[CH:23]=1)(=[O:20])[C:18]#[CH:19]. The catalyst is C1COCC1.[Cu]I. The product is [N+:8]([C:5]1[CH:6]=[CH:7][C:2]([C:19]#[C:18][C:17]([O:21][C:22]2[CH:23]=[C:24]([CH3:30])[C:25]([Br:29])=[C:26]([CH3:28])[CH:27]=2)=[O:20])=[CH:3][CH:4]=1)([O-:10])=[O:9]. The yield is 0.740. (3) The yield is 0.700. The product is [CH3:38][O:37][CH2:36][C@@H:34]1[CH2:35][N:31]([C:29]([O:28][C:24]([CH3:27])([CH3:25])[CH3:26])=[O:30])[CH:32]([C:39]([O:41][CH2:2][C:3](=[O:4])[C:5]2[CH:6]=[CH:7][C:8]3[C:17]4[CH:16]=[C:15]5[CH2:18][CH2:19][CH2:20][C:21](=[O:22])[C:14]5=[CH:13][C:12]=4[O:11][CH2:10][C:9]=3[CH:23]=2)=[O:40])[CH2:33]1. The catalyst is C(Cl)Cl. The reactants are Br[CH2:2][C:3]([C:5]1[CH:6]=[CH:7][C:8]2[C:17]3[CH:16]=[C:15]4[CH2:18][CH2:19][CH2:20][C:21](=[O:22])[C:14]4=[CH:13][C:12]=3[O:11][CH2:10][C:9]=2[CH:23]=1)=[O:4].[C:24]([O:28][C:29]([N:31]1[CH2:35][C@@H:34]([CH2:36][O:37][CH3:38])[CH2:33][C@H:32]1[C:39]([OH:41])=[O:40])=[O:30])([CH3:27])([CH3:26])[CH3:25].C([O-])([O-])=O.[Cs+].[Cs+]. (4) The reactants are Br[CH:2]([CH3:18])[C:3]([O:5][CH2:6][CH2:7][CH2:8][CH2:9][CH2:10][CH2:11][CH2:12][CH2:13][CH2:14][CH2:15][CH2:16][CH3:17])=[O:4].C(=O)(O)[O-].[Na+].[CH3:24][NH2:25]. The catalyst is C(#N)C. The product is [CH3:24][NH:25][CH:2]([CH3:18])[C:3]([O:5][CH2:6][CH2:7][CH2:8][CH2:9][CH2:10][CH2:11][CH2:12][CH2:13][CH2:14][CH2:15][CH2:16][CH3:17])=[O:4]. The yield is 0.823. (5) The yield is 0.930. The reactants are [CH3:1][O:2][C:3]1[CH:8]=[CH:7][C:6]([C:9]2[N:14]=[N:13][C:12]([N:15]3[CH2:22][CH:21]4[CH:17]([CH2:18][NH:19][CH2:20]4)[CH2:16]3)=[CH:11][CH:10]=2)=[CH:5][CH:4]=1.[ClH:23]. The product is [ClH:23].[CH3:1][O:2][C:3]1[CH:4]=[CH:5][C:6]([C:9]2[N:14]=[N:13][C:12]([N:15]3[CH2:16][CH:17]4[CH:21]([CH2:20][NH:19][CH2:18]4)[CH2:22]3)=[CH:11][CH:10]=2)=[CH:7][CH:8]=1. The catalyst is CCO.CCOC(C)=O.